This data is from Aqueous solubility values for 9,982 compounds from the AqSolDB database. The task is: Regression/Classification. Given a drug SMILES string, predict its absorption, distribution, metabolism, or excretion properties. Task type varies by dataset: regression for continuous measurements (e.g., permeability, clearance, half-life) or binary classification for categorical outcomes (e.g., BBB penetration, CYP inhibition). For this dataset (solubility_aqsoldb), we predict Y. (1) The molecule is CCCCS. The Y is -2.18 log mol/L. (2) The compound is O=C(Nc1cc(S(=O)(=O)[O-])cc2c1C(=O)/C(=N/Nc1ccc3c(CNc4nc(F)nc(F)c4Cl)cccc3c1S(=O)(=O)[O-])C(S(=O)(=O)[O-])=C2)c1ccccc1.[Li+].[Na+].[Na+]. The Y is -0.890 log mol/L. (3) The drug is CCOc1ccc2c3c1OC1C(O)C=CC4C(C2)N(C)CCC341. The Y is -0.820 log mol/L. (4) The molecule is CC1CCC(C)O1. The Y is 0.0723 log mol/L. (5) The molecule is Nc1c(Cl)c(F)nc(OCC(=O)O)c1Cl. The Y is -3.45 log mol/L. (6) The compound is O=[N+]([O-])[O-].O=[N+]([O-])[O-].O=[N+]([O-])[O-].[Cr+3]. The Y is 0.646 log mol/L. (7) The drug is CCCCc1nc(Cl)c(CO)n1Cc1ccc(-c2ccccc2-c2nnn(C(c3ccccc3)(c3ccccc3)c3ccccc3)n2)cc1. The Y is -6.46 log mol/L.